This data is from Reaction yield outcomes from USPTO patents with 853,638 reactions. The task is: Predict the reaction yield, written as a fraction of the theoretical maximum amount of product (1.0 means a 100% yield; for example, 0.34 means a 34% yield). (1) The reactants are [CH3:1][N:2]([CH:16]1[C:20]2([CH2:24][CH2:23][CH2:22][CH2:21]2)[CH2:19][NH:18][CH2:17]1)[C:3]1[CH:8]=[CH:7][N:6]=[C:5]([NH:9][C:10]2[CH:11]=[N:12][N:13]([CH3:15])[CH:14]=2)[N:4]=1.[C:25](O)(=[O:28])[CH:26]=[CH2:27].CN(C(ON1N=NC2C=CC=NC1=2)=[N+](C)C)C.F[P-](F)(F)(F)(F)F.CCN(CC)CC. The catalyst is C(Cl)Cl. The product is [CH3:1][N:2]([C:3]1[CH:8]=[CH:7][N:6]=[C:5]([NH:9][C:10]2[CH:11]=[N:12][N:13]([CH3:15])[CH:14]=2)[N:4]=1)[CH:16]1[C:20]2([CH2:24][CH2:23][CH2:22][CH2:21]2)[CH2:19][N:18]([C:25](=[O:28])[CH:26]=[CH2:27])[CH2:17]1. The yield is 0.210. (2) The reactants are [CH:1]([NH2:4])([CH3:3])[CH3:2].C[Al](C)C.C[O:10][C:11]([C:13]1[S:17][C:16]([CH2:18][CH2:19][C:20]2[C:21]([CH2:26][CH2:27][CH2:28][CH3:29])=[N:22][O:23][C:24]=2[CH3:25])=[N:15][CH:14]=1)=O. The catalyst is O1CCOCC1.C1(C)C=CC=CC=1. The product is [CH:1]([NH:4][C:11]([C:13]1[S:17][C:16]([CH2:18][CH2:19][C:20]2[C:21]([CH2:26][CH2:27][CH2:28][CH3:29])=[N:22][O:23][C:24]=2[CH3:25])=[N:15][CH:14]=1)=[O:10])([CH3:3])[CH3:2]. The yield is 0.160. (3) The reactants are [C:1]([C:4]1[CH:9]=[CH:8][CH:7]=[C:6]([CH3:10])[N:5]=1)(=O)[CH3:2].C([O-])(=O)C.[NH4+].C([BH3-])#[N:17].[Na+]. The catalyst is CO. The product is [CH3:10][C:6]1[N:5]=[C:4]([CH:1]([NH2:17])[CH3:2])[CH:9]=[CH:8][CH:7]=1. The yield is 0.0500. (4) The reactants are [C:1]([N:4]1[CH2:9][CH:8]=[C:7]([C:10]2[C:19]3[C:14](=[CH:15][CH:16]=[CH:17][CH:18]=3)[C:13](=[O:20])[O:12][C:11]=2[CH:21]([N:23]2[C:27]3=[N:28][CH:29]=[N:30][C:31]([NH2:32])=[C:26]3[C:25]([C:33]3[CH:38]=[C:37]([OH:39])[CH:36]=[C:35]([F:40])[CH:34]=3)=[N:24]2)[CH3:22])[CH2:6][CH2:5]1)(=[O:3])[CH3:2].[CH3:41][C:42]([Si:45](Cl)([CH3:47])[CH3:46])([CH3:44])[CH3:43].N1C=CN=C1. The catalyst is CN(C)C=O.C(Cl)Cl. The product is [C:1]([N:4]1[CH2:5][CH:6]=[C:7]([C:10]2[C:19]3[C:14](=[CH:15][CH:16]=[CH:17][CH:18]=3)[C:13](=[O:20])[O:12][C:11]=2[CH:21]([N:23]2[C:27]3=[N:28][CH:29]=[N:30][C:31]([NH2:32])=[C:26]3[C:25]([C:33]3[CH:34]=[C:35]([F:40])[CH:36]=[C:37]([O:39][Si:45]([C:42]([CH3:44])([CH3:43])[CH3:41])([CH3:47])[CH3:46])[CH:38]=3)=[N:24]2)[CH3:22])[CH2:8][CH2:9]1)(=[O:3])[CH3:2]. The yield is 0.722. (5) The reactants are [CH3:1][O:2][C:3](=[O:12])[C:4]1[CH:9]=[CH:8][C:7]([OH:10])=[CH:6][C:5]=1[OH:11].CCN(CC)CC.[CH3:20][C:21](OC(C)=O)=[O:22]. The catalyst is CCOCC.CN(C1C=CN=CC=1)C. The product is [CH3:1][O:2][C:3](=[O:12])[C:4]1[CH:9]=[CH:8][C:7]([O:10][C:21](=[O:22])[CH3:20])=[CH:6][C:5]=1[OH:11]. The yield is 0.230. (6) No catalyst specified. The product is [NH2:10][C:11]1[N:12]=[C:13]([N:22]2[CH2:27][CH2:26][N:25]([C:28](=[O:38])[CH2:29][O:30][C:31]3[CH:32]=[CH:33][C:34]([Cl:37])=[CH:35][CH:36]=3)[CH2:24][CH2:23]2)[C:14]2[N:20]=[C:19]([C:3]3[CH:2]=[N:1][CH:6]=[CH:5][CH:4]=3)[CH:18]=[CH:17][C:15]=2[N:16]=1. The yield is 1.00. The reactants are [N:1]1[CH:6]=[CH:5][CH:4]=[C:3](B(O)O)[CH:2]=1.[NH2:10][C:11]1[N:12]=[C:13]([N:22]2[CH2:27][CH2:26][N:25]([C:28](=[O:38])[CH2:29][O:30][C:31]3[CH:36]=[CH:35][C:34]([Cl:37])=[CH:33][CH:32]=3)[CH2:24][CH2:23]2)[C:14]2[N:20]=[C:19](Cl)[CH:18]=[CH:17][C:15]=2[N:16]=1. (7) The reactants are [Br:1][C:2]1[CH:19]=[CH:18][C:5]2[C:6]([CH:16]=[CH2:17])(O)[C:7]3[CH:14]=[CH:13][CH:12]=[CH:11][C:8]=3[CH2:9][CH2:10][C:4]=2[CH:3]=1.[BrH:20]. The catalyst is C(O)(=O)C. The product is [Br:1][C:2]1[CH:19]=[CH:18][C:5]2[C:6](=[CH:16][CH2:17][Br:20])[C:7]3[CH:14]=[CH:13][CH:12]=[CH:11][C:8]=3[CH2:9][CH2:10][C:4]=2[CH:3]=1. The yield is 0.950.